Dataset: Catalyst prediction with 721,799 reactions and 888 catalyst types from USPTO. Task: Predict which catalyst facilitates the given reaction. (1) Reactant: [C:1]([N:4]1[CH2:8][C@H:7]([OH:9])[CH2:6][C@@H:5]1[C:10]1[N:14]2[C:15]3[C:21]([CH3:22])=[CH:20][NH:19][C:16]=3[N:17]=[CH:18][C:13]2=[C:12]([C:23]2[CH:28]=[CH:27][C:26]([N:29]([CH:40]([CH3:42])[CH3:41])C(=O)OCC3C=CC=CC=3)=[CH:25][CH:24]=2)[N:11]=1)(=[O:3])[CH3:2].CC#N.[Si](I)(C)(C)C. Product: [OH:9][C@H:7]1[CH2:8][N:4]([C:1](=[O:3])[CH3:2])[C@@H:5]([C:10]2[N:14]3[C:15]4[C:21]([CH3:22])=[CH:20][NH:19][C:16]=4[N:17]=[CH:18][C:13]3=[C:12]([C:23]3[CH:24]=[CH:25][C:26]([NH:29][CH:40]([CH3:42])[CH3:41])=[CH:27][CH:28]=3)[N:11]=2)[CH2:6]1. The catalyst class is: 2. (2) Reactant: Cl[C:2]1[N:10]=[C:9]([Cl:11])[CH:8]=[CH:7][C:3]=1[C:4]([NH2:6])=[O:5].ClC1C=[CH:20][C:16]([C:17](N)=O)=[C:15](OC(C)C)N=1.C([N:28](CC)CC)C. Product: [C:16]([NH:28][C:2]1[N:10]=[C:9]([Cl:11])[CH:8]=[CH:7][C:3]=1[C:4]([NH2:6])=[O:5])([CH3:20])([CH3:17])[CH3:15]. The catalyst class is: 10. (3) Reactant: [O:1]1[CH2:6][CH2:5][N:4]([NH:7][C:8]2[O:9][CH2:10][C:11](=[O:19])[C:12]=2[C:13]([O:15][CH:16]([CH3:18])[CH3:17])=[O:14])[CH2:3][CH2:2]1.[NH:20]1[C:28]2[C:23](=[CH:24][CH:25]=[CH:26][N:27]=2)[C:22]([CH:29]=O)=[CH:21]1.N1CCC[C@H]1C(O)=O. Product: [NH:20]1[C:28]2=[N:27][CH:26]=[CH:25][CH:24]=[C:23]2[C:22]([CH:29]=[C:10]2[O:9][C:8]([NH:7][N:4]3[CH2:5][CH2:6][O:1][CH2:2][CH2:3]3)=[C:12]([C:13]([O:15][CH:16]([CH3:17])[CH3:18])=[O:14])[C:11]2=[O:19])=[CH:21]1. The catalyst class is: 8. (4) Reactant: [CH3:1][NH:2][C:3]1[S:4][CH:5]=[C:6]([C:8]([O:10]CC)=[O:9])[N:7]=1.[OH-].[Li+]. Product: [CH3:1][NH:2][C:3]1[S:4][CH:5]=[C:6]([C:8]([OH:10])=[O:9])[N:7]=1. The catalyst class is: 20. (5) Reactant: [Br:1][C:2]1[CH:8]=[CH:7][C:6]([C:9]([F:12])([F:11])[F:10])=[CH:5][C:3]=1[NH2:4].C[Si]([N-][Si](C)(C)C)(C)C.[Na+].[C:23](O[C:23]([O:25][C:26]([CH3:29])([CH3:28])[CH3:27])=[O:24])([O:25][C:26]([CH3:29])([CH3:28])[CH3:27])=[O:24]. Product: [Br:1][C:2]1[CH:8]=[CH:7][C:6]([C:9]([F:10])([F:11])[F:12])=[CH:5][C:3]=1[NH:4][C:23](=[O:24])[O:25][C:26]([CH3:29])([CH3:28])[CH3:27]. The catalyst class is: 7. (6) Reactant: [Mn]([O-])(=O)(=O)=[O:2].[K+].[Br:7][CH2:8][CH2:9][CH2:10][C:11]([O:13][C:14]1[CH:19]=[C:18]([CH3:20])[CH:17]=[C:16]([CH3:21])[C:15]=1[C:22]([CH3:27])([CH3:26])[CH2:23][CH:24]=[O:25])=[O:12].Cl. Product: [Br:7][CH2:8][CH2:9][CH2:10][C:11]([O:13][C:14]1[CH:19]=[C:18]([CH3:20])[CH:17]=[C:16]([CH3:21])[C:15]=1[C:22]([CH3:27])([CH3:26])[CH2:23][C:24]([OH:2])=[O:25])=[O:12]. The catalyst class is: 283. (7) Reactant: Cl.Cl.[NH2:3][C:4]1[N:5]=[CH:6][C:7]2[CH2:13][NH:12][CH2:11][CH2:10][C:8]=2[N:9]=1.[C:14](O[C:14]([O:16][C:17]([CH3:20])([CH3:19])[CH3:18])=[O:15])([O:16][C:17]([CH3:20])([CH3:19])[CH3:18])=[O:15].C(N(CC)CC)C. Product: [NH2:3][C:4]1[N:5]=[CH:6][C:7]2[CH2:13][N:12]([C:14]([O:16][C:17]([CH3:20])([CH3:19])[CH3:18])=[O:15])[CH2:11][CH2:10][C:8]=2[N:9]=1. The catalyst class is: 4. (8) Reactant: [NH2:1][C:2]1[C:3](Br)=[C:4]([CH:8]=[C:9]([F:11])[CH:10]=1)[C:5]([O-:7])=[O:6].[H][H].[CH3:15]O. Product: [NH2:1][C:2]1[CH:3]=[C:4]([CH:8]=[C:9]([F:11])[CH:10]=1)[C:5]([O:7][CH3:15])=[O:6]. The catalyst class is: 45. (9) Reactant: C(O[C:9](=O)[N:10]([CH:12]([C:14](=[O:48])[NH:15][CH:16]([C:21]([N:23]1[CH2:27][CH2:26][CH:25]2[N:28]([C:42](=[O:47])[NH:43][CH:44]([CH3:46])[CH3:45])[CH2:29][CH:30]([O:31][C:32](=[O:41])[NH:33][CH2:34][C:35]3[CH:40]=[CH:39][CH:38]=[CH:37][CH:36]=3)[CH:24]12)=[O:22])[C:17]([CH3:20])([CH3:19])[CH3:18])[CH3:13])C)C1C=CC=CC=1. Product: [CH3:20][C:17]([CH3:18])([CH3:19])[CH:16]([NH:15][C:14](=[O:48])[CH:12]([NH:10][CH3:9])[CH3:13])[C:21]([N:23]1[CH:24]2[CH:25]([N:28]([C:42](=[O:47])[NH:43][CH:44]([CH3:46])[CH3:45])[CH2:29][CH:30]2[O:31][C:32](=[O:41])[NH:33][CH2:34][C:35]2[CH:36]=[CH:37][CH:38]=[CH:39][CH:40]=2)[CH2:26][CH2:27]1)=[O:22]. The catalyst class is: 5.